This data is from Peptide-MHC class II binding affinity with 134,281 pairs from IEDB. The task is: Regression. Given a peptide amino acid sequence and an MHC pseudo amino acid sequence, predict their binding affinity value. This is MHC class II binding data. (1) The peptide sequence is LPLRRLLGLVAAGLD. The MHC is HLA-DQA10301-DQB10302 with pseudo-sequence HLA-DQA10301-DQB10302. The binding affinity (normalized) is 0.359. (2) The peptide sequence is EVQKVSQPATGAATV. The MHC is DRB1_1101 with pseudo-sequence DRB1_1101. The binding affinity (normalized) is 0.218.